Dataset: Catalyst prediction with 721,799 reactions and 888 catalyst types from USPTO. Task: Predict which catalyst facilitates the given reaction. (1) The catalyst class is: 5. Reactant: [Br:1][C:2]1[C:7]2[S:8][C:9]([C:11]([O:13]C)=[O:12])=[CH:10][C:6]=2[CH:5]=[CH:4][CH:3]=1.O.[OH-].[Li+].O. Product: [Br:1][C:2]1[C:7]2[S:8][C:9]([C:11]([OH:13])=[O:12])=[CH:10][C:6]=2[CH:5]=[CH:4][CH:3]=1. (2) Reactant: [Cl:1][C:2]1[N:7]=[CH:6][N:5]=[C:4]([N:8]2[CH2:15][CH2:14][C:11]3([O:13][CH2:12]3)[CH2:10][CH2:9]2)[CH:3]=1.[C:16]([O:20][C:21]([N:23]1[CH2:28][CH2:27][NH:26][C:25](=[O:29])[CH2:24]1)=[O:22])([CH3:19])([CH3:18])[CH3:17].CC(C)([O-])C.[K+]. Product: [C:16]([O:20][C:21]([N:23]1[CH2:28][CH2:27][N:26]([CH2:12][C:11]2([OH:13])[CH2:14][CH2:15][N:8]([C:4]3[CH:3]=[C:2]([Cl:1])[N:7]=[CH:6][N:5]=3)[CH2:9][CH2:10]2)[C:25](=[O:29])[CH2:24]1)=[O:22])([CH3:19])([CH3:17])[CH3:18]. The catalyst class is: 107. (3) Reactant: [Cl:1][C:2]1[C:3]2[CH:15]=[C:14]([O:16]C)[CH:13]=[CH:12][C:4]=2[S:5][C:6]=1[C:7]([O:9][CH2:10][CH3:11])=[O:8].B(Br)(Br)Br.C(O)C. Product: [Cl:1][C:2]1[C:3]2[CH:15]=[C:14]([OH:16])[CH:13]=[CH:12][C:4]=2[S:5][C:6]=1[C:7]([O:9][CH2:10][CH3:11])=[O:8]. The catalyst class is: 4.